From a dataset of Reaction yield outcomes from USPTO patents with 853,638 reactions. Predict the reaction yield, written as a fraction of the theoretical maximum amount of product (1.0 means a 100% yield; for example, 0.34 means a 34% yield). (1) The reactants are [Cl:1][C:2]1[CH:3]=[C:4]([C:23]([O:25][CH3:26])=[O:24])[C:5]([CH3:22])=[C:6]([NH:8][CH:9]2[CH2:14][CH2:13][N:12]([C:15]([O:17][C:18]([CH3:21])([CH3:20])[CH3:19])=[O:16])[CH2:11][CH2:10]2)[CH:7]=1.[CH:27](=O)[CH3:28].C(O)(=O)C.C(O[BH-](OC(=O)C)OC(=O)C)(=O)C.[Na+].C([O-])(O)=O.[Na+]. The catalyst is ClCCCl.O. The product is [Cl:1][C:2]1[CH:3]=[C:4]([C:23]([O:25][CH3:26])=[O:24])[C:5]([CH3:22])=[C:6]([N:8]([CH2:27][CH3:28])[CH:9]2[CH2:14][CH2:13][N:12]([C:15]([O:17][C:18]([CH3:19])([CH3:20])[CH3:21])=[O:16])[CH2:11][CH2:10]2)[CH:7]=1. The yield is 0.980. (2) The reactants are C([O:3][C:4](=[O:40])[CH2:5][CH2:6][CH2:7][O:8][C:9]1[CH:14]=[CH:13][C:12]([C:15]([N:17]2[C:26]3[C:21](=[CH:22][CH:23]=[CH:24][CH:25]=3)[C@H:20]([N:27]([C:32]3[CH:37]=[CH:36][C:35]([Cl:38])=[CH:34][CH:33]=3)[C:28](=[O:31])[CH2:29][CH3:30])[CH2:19][C@@H:18]2[CH3:39])=[O:16])=[CH:11][CH:10]=1)C.C(=O)([O-])[O-].[K+].[K+]. The catalyst is O.CO. The product is [Cl:38][C:35]1[CH:34]=[CH:33][C:32]([N:27]([C:28](=[O:31])[CH2:29][CH3:30])[C@H:20]2[C:21]3[C:26](=[CH:25][CH:24]=[CH:23][CH:22]=3)[N:17]([C:15]([C:12]3[CH:11]=[CH:10][C:9]([O:8][CH2:7][CH2:6][CH2:5][C:4]([OH:40])=[O:3])=[CH:14][CH:13]=3)=[O:16])[C@@H:18]([CH3:39])[CH2:19]2)=[CH:37][CH:36]=1. The yield is 0.310. (3) The reactants are [Br:1][C:2]1[C:3](C)=[C:4]2[C:8](=[CH:9][CH:10]=1)[NH:7][C:6]([CH3:11])=[C:5]2[CH3:12].[CH2:14]([I:16])[CH3:15].[C:17](#N)C. No catalyst specified. The product is [I-:16].[Br:1][C:2]1[CH:3]=[C:4]2[C:8](=[CH:9][CH:10]=1)[N+:7]([CH2:14][CH3:15])=[C:6]([CH3:11])[C:5]2([CH3:12])[CH3:17]. The yield is 0.870. (4) The reactants are [OH:1][CH2:2][C:3]([CH3:19])([CH3:18])[CH2:4][N:5]1[CH2:10][CH2:9][N:8]([C:11]([O:13][C:14]([CH3:17])([CH3:16])[CH3:15])=[O:12])[CH2:7][CH2:6]1.[CH3:20][S:21](Cl)(=[O:23])=[O:22]. The catalyst is C(Cl)Cl. The product is [CH3:20][S:21]([O:1][CH2:2][C:3]([CH3:19])([CH3:18])[CH2:4][N:5]1[CH2:10][CH2:9][N:8]([C:11]([O:13][C:14]([CH3:17])([CH3:16])[CH3:15])=[O:12])[CH2:7][CH2:6]1)(=[O:23])=[O:22]. The yield is 0.260. (5) The reactants are [Cl:1][C:2]1[CH:7]=[C:6]([Cl:8])[N:5]=[CH:4][N:3]=1.[C:9]12(C(O)=O)[CH2:15][CH:12]([CH2:13][CH2:14]1)[CH2:11][CH2:10]2.S(OOS([O-])(=O)=O)([O-])(=O)=O.[NH4+].[NH4+].[OH-].[NH4+]. The catalyst is O.[N+]([O-])([O-])=O.[Ag+].C(#N)C.O. The product is [C:9]12([C:4]3[N:5]=[C:6]([Cl:8])[CH:7]=[C:2]([Cl:1])[N:3]=3)[CH2:15][CH:12]([CH2:13][CH2:14]1)[CH2:11][CH2:10]2. The yield is 0.210. (6) The reactants are [N:1]12[CH2:8][CH2:7][CH:4]([CH2:5][CH2:6]1)[C@@H:3]([O:9][C:10]1[N:15]=[N:14][C:13]([C:16]3[CH:21]=[CH:20][C:19]([NH2:22])=[C:18]([N+:23]([O-])=O)[CH:17]=3)=[CH:12][CH:11]=1)[CH2:2]2. The catalyst is CCO.[Pd]. The product is [N:1]12[CH2:8][CH2:7][CH:4]([CH2:5][CH2:6]1)[C@@H:3]([O:9][C:10]1[N:15]=[N:14][C:13]([C:16]3[CH:17]=[C:18]([NH2:23])[C:19]([NH2:22])=[CH:20][CH:21]=3)=[CH:12][CH:11]=1)[CH2:2]2. The yield is 0.980. (7) The reactants are [CH3:1][O:2][C:3]1[C:8]([O:9][CH3:10])=[C:7]([O:11][CH3:12])[CH:6]=[C:5]([CH3:13])[C:4]=1[CH:14]([C:16]1[C:21]([Cl:22])=[CH:20][N:19]=[C:18]([Cl:23])[C:17]=1[C:24]([F:27])([F:26])[F:25])[OH:15]. The catalyst is C1(C)C=CC=CC=1.[O-2].[O-2].[Mn+4]. The product is [CH3:1][O:2][C:3]1[C:8]([O:9][CH3:10])=[C:7]([O:11][CH3:12])[CH:6]=[C:5]([CH3:13])[C:4]=1[C:14]([C:16]1[C:21]([Cl:22])=[CH:20][N:19]=[C:18]([Cl:23])[C:17]=1[C:24]([F:27])([F:26])[F:25])=[O:15]. The yield is 0.890. (8) The reactants are [C:1]([C:3]1[CH:8]=[CH:7][C:6]([C:9]2[N:10]=[C:11]([C@@H:14]([NH:22][C:23](=[O:30])[C:24]3[CH:29]=[CH:28][CH:27]=[CH:26][CH:25]=3)[CH2:15][C:16]3[CH:21]=[CH:20][CH:19]=[CH:18][CH:17]=3)[NH:12][CH:13]=2)=[CH:5][CH:4]=1)#[N:2].C(=O)([O-])[O-].[K+].[K+].[CH2:37](I)[CH3:38]. The catalyst is CN(C=O)C.O. The product is [C:1]([C:3]1[CH:8]=[CH:7][C:6]([C:9]2[N:10]=[C:11]([C@@H:14]([NH:22][C:23](=[O:30])[C:24]3[CH:25]=[CH:26][CH:27]=[CH:28][CH:29]=3)[CH2:15][C:16]3[CH:21]=[CH:20][CH:19]=[CH:18][CH:17]=3)[N:12]([CH2:37][CH3:38])[CH:13]=2)=[CH:5][CH:4]=1)#[N:2]. The yield is 0.760. (9) The reactants are [NH2:1][C:2]1[N:7]=[CH:6][N:5]=[C:4]2[N:8]([CH2:25][C@H:26]([NH:28][C:29](=[O:33])[CH2:30][C:31]#[N:32])[CH3:27])[N:9]=[C:10]([C:11]3[CH:16]=[CH:15][C:14]([O:17][C:18]4[CH:23]=[CH:22][CH:21]=[CH:20][CH:19]=4)=[CH:13][C:12]=3[F:24])[C:3]=12.N1CCCCC1.[CH2:40]([O:42][C:43]([CH3:47])([CH3:46])[CH:44]=O)[CH3:41]. The catalyst is C(O)C. The product is [NH2:1][C:2]1[N:7]=[CH:6][N:5]=[C:4]2[N:8]([CH2:25][C@H:26]([NH:28][C:29](=[O:33])[C:30]([C:31]#[N:32])=[CH:44][C:43]([O:42][CH2:40][CH3:41])([CH3:47])[CH3:46])[CH3:27])[N:9]=[C:10]([C:11]3[CH:16]=[CH:15][C:14]([O:17][C:18]4[CH:19]=[CH:20][CH:21]=[CH:22][CH:23]=4)=[CH:13][C:12]=3[F:24])[C:3]=12. The yield is 0.0800. (10) The reactants are S(=O)(=O)(O)O.N[C:7]1[CH:8]=[C:9]([CH:13]=[CH:14][C:15]=1[Cl:16])[C:10]([OH:12])=[O:11].N([O-])=O.[Na+].[Cu](C#N)[C:22]#[N:23].[C-]#N.[K+].C(=O)([O-])[O-].[K+].[K+]. The catalyst is C1C=CC=CC=1.O. The product is [Cl:16][C:15]1[CH:14]=[CH:13][C:9]([C:10]([OH:12])=[O:11])=[CH:8][C:7]=1[C:22]#[N:23]. The yield is 0.190.